From a dataset of Forward reaction prediction with 1.9M reactions from USPTO patents (1976-2016). Predict the product of the given reaction. (1) Given the reactants [CH3:1][CH2:2][N:3]([CH2:6][CH2:7][NH:8][C:9]([C:11]1[C:12]([CH3:29])=[C:13](/[CH:17]=[C:18]2/[C:19]3[CH:20]=[C:21]([F:28])[CH:22]=[CH:23][C:24]=3[NH:25][C:26]/2=[O:27])[NH:14][C:15]=1[CH3:16])=[O:10])[CH2:4][CH3:5].[C:30]([OH:38])(=[O:37])[C@H:31]([CH2:33][C:34]([OH:36])=[O:35])[OH:32].C(OC(C)C)(=O)C, predict the reaction product. The product is: [CH3:1][CH2:2][N:3]([CH2:6][CH2:7][NH:8][C:9]([C:11]1[C:12]([CH3:29])=[C:13](/[CH:17]=[C:18]2/[C:19]3[CH:20]=[C:21]([F:28])[CH:22]=[CH:23][C:24]=3[NH:25][C:26]/2=[O:27])[NH:14][C:15]=1[CH3:16])=[O:10])[CH2:4][CH3:5].[CH2:33]([C:34]([OH:36])=[O:35])[C@H:31]([OH:32])[C:30]([OH:38])=[O:37]. (2) Given the reactants [CH:1]([C:3]1[CH:8]=[C:7]([C:9]([O:11][CH2:12][CH3:13])=[O:10])[CH:6]=[CH:5][N:4]=1)=O.[NH2:14][CH2:15][CH2:16][CH2:17][OH:18], predict the reaction product. The product is: [OH:18][CH2:17][CH2:16][CH2:15][NH:14][CH2:1][C:3]1[CH:8]=[C:7]([C:9]([O:11][CH2:12][CH3:13])=[O:10])[CH:6]=[CH:5][N:4]=1.